This data is from Peptide-MHC class I binding affinity with 185,985 pairs from IEDB/IMGT. The task is: Regression. Given a peptide amino acid sequence and an MHC pseudo amino acid sequence, predict their binding affinity value. This is MHC class I binding data. (1) The peptide sequence is STGPLHGCK. The MHC is HLA-B27:05 with pseudo-sequence HLA-B27:05. The binding affinity (normalized) is 0.0847. (2) The MHC is HLA-B58:01 with pseudo-sequence HLA-B58:01. The peptide sequence is FLKDVMESM. The binding affinity (normalized) is 0.0847. (3) The peptide sequence is RAIEAQQHL. The MHC is HLA-A02:06 with pseudo-sequence HLA-A02:06. The binding affinity (normalized) is 0.174. (4) The peptide sequence is YDPVLMFLLF. The MHC is Mamu-B03 with pseudo-sequence Mamu-B03. The binding affinity (normalized) is 0.142. (5) The peptide sequence is AFDWPELEF. The MHC is HLA-A30:01 with pseudo-sequence HLA-A30:01. The binding affinity (normalized) is 0.0847. (6) The peptide sequence is YTVYYPNL. The MHC is H-2-Db with pseudo-sequence H-2-Db. The binding affinity (normalized) is 0.